Dataset: Catalyst prediction with 721,799 reactions and 888 catalyst types from USPTO. Task: Predict which catalyst facilitates the given reaction. (1) Reactant: [OH:1]OS([O-])=O.[K+].[CH3:7][O:8][C:9](=[O:40])[C:10]1[CH:15]=[C:14]([C:16]([C:18]2[N:23]=[CH:22][C:21]([N:24]([C:26]3[CH:31]=[CH:30][C:29]([Cl:32])=[CH:28][CH:27]=3)[CH3:25])=[CH:20][N:19]=2)=[O:17])[CH:13]=[CH:12][C:11]=1[S:33][CH2:34][CH2:35][CH2:36][CH2:37][CH2:38][CH3:39]. Product: [CH3:7][O:8][C:9](=[O:40])[C:10]1[CH:15]=[C:14]([C:16]([C:18]2[N:23]=[CH:22][C:21]([N:24]([C:26]3[CH:31]=[CH:30][C:29]([Cl:32])=[CH:28][CH:27]=3)[CH3:25])=[CH:20][N:19]=2)=[O:17])[CH:13]=[CH:12][C:11]=1[S:33]([CH2:34][CH2:35][CH2:36][CH2:37][CH2:38][CH3:39])=[O:1]. The catalyst class is: 90. (2) The catalyst class is: 2. Reactant: [F:1][C:2]([F:54])([F:53])[C:3]1[C:4]([NH:31][C:32]2[CH:37]=[CH:36][C:35]([N:38]3[CH2:43][CH2:42][N:41](C(OC(C)(C)C)=O)[CH2:40][CH2:39]3)=[CH:34][C:33]=2[O:51][CH3:52])=[N:5][C:6]([NH:9][C:10]2[CH:15]=[CH:14][C:13]([N:16]3[CH2:21][CH2:20][N:19](C(OC(C)(C)C)=O)[CH2:18][CH2:17]3)=[CH:12][C:11]=2[O:29][CH3:30])=[N:7][CH:8]=1.Cl. Product: [CH3:30][O:29][C:11]1[CH:12]=[C:13]([N:16]2[CH2:17][CH2:18][NH:19][CH2:20][CH2:21]2)[CH:14]=[CH:15][C:10]=1[NH:9][C:6]1[N:5]=[C:4]([NH:31][C:32]2[CH:37]=[CH:36][C:35]([N:38]3[CH2:43][CH2:42][NH:41][CH2:40][CH2:39]3)=[CH:34][C:33]=2[O:51][CH3:52])[C:3]([C:2]([F:54])([F:53])[F:1])=[CH:8][N:7]=1. (3) Reactant: [Cl:1][C:2]1[C:7]([O:8][C:9]2[CH:14]=[CH:13][C:12]([F:15])=[CH:11][C:10]=2[F:16])=[CH:6][N:5]=[C:4](SC)[N:3]=1.[CH:19]1C=C(Cl)C=C(C(OO)=O)C=1.[O-:30][S:31]([O-:33])=O.[Na+].[Na+].CC(=O)OCC. Product: [Cl:1][C:2]1[C:7]([O:8][C:9]2[CH:14]=[CH:13][C:12]([F:15])=[CH:11][C:10]=2[F:16])=[CH:6][N:5]=[C:4]([S:31]([CH3:19])(=[O:33])=[O:30])[N:3]=1. The catalyst class is: 2.